From a dataset of Forward reaction prediction with 1.9M reactions from USPTO patents (1976-2016). Predict the product of the given reaction. (1) Given the reactants [C:1]([C:4]1[CH:5]=[C:6]2[C:10](=[CH:11][CH:12]=1)[N:9]([C:13]1[N:18]=[CH:17][N:16]=[C:15]([O:19][CH:20]3[CH2:25][CH2:24][N:23]([C:26]([O:28][C:29]([CH3:32])([CH3:31])[CH3:30])=[O:27])[CH2:22][CH:21]3[F:33])[C:14]=1[CH3:34])[CH2:8][CH2:7]2)(=[O:3])[NH2:2].FC(F)(F)C(O)=O.C(N(CC)CC)C.C(=O)(OC1C=CC([N+]([O-])=O)=CC=1)OC1(C)CC1, predict the reaction product. The product is: [C:1]([C:4]1[CH:5]=[C:6]2[C:10](=[CH:11][CH:12]=1)[N:9]([C:13]1[N:18]=[CH:17][N:16]=[C:15]([O:19][CH:20]3[CH2:25][CH2:24][N:23]([C:26]([O:28][C:29]4([CH3:30])[CH2:31][CH2:32]4)=[O:27])[CH2:22][CH:21]3[F:33])[C:14]=1[CH3:34])[CH2:8][CH2:7]2)(=[O:3])[NH2:2]. (2) Given the reactants [CH3:1][C:2]1[C:6]([C:7]([OH:9])=[O:8])=[C:5]([CH3:10])[O:4][N:3]=1.O=S(Cl)Cl.[CH3:15]O, predict the reaction product. The product is: [CH3:1][C:2]1[C:6]([C:7]([O:9][CH3:15])=[O:8])=[C:5]([CH3:10])[O:4][N:3]=1. (3) The product is: [CH:1]1([C:7]2[C:8]3[CH:9]=[CH:10][C:11]([C:30]([O:32][CH3:33])=[O:31])=[CH:12][C:13]=3[N:14]3[C:20]=2[C:19]2[CH:21]=[CH:22][CH:23]=[CH:24][C:18]=2[N:17]([CH3:25])[CH:16]([CH2:26][OH:27])[CH2:15]3)[CH2:2][CH2:3][CH2:4][CH2:5][CH2:6]1. Given the reactants [CH:1]1([C:7]2[C:8]3[CH:9]=[CH:10][C:11]([C:30]([O:32][CH3:33])=[O:31])=[CH:12][C:13]=3[N:14]3[C:20]=2[C:19]2[CH:21]=[CH:22][CH:23]=[CH:24][C:18]=2[N:17]([CH3:25])[CH:16]([C:26](OC)=[O:27])[CH2:15]3)[CH2:6][CH2:5][CH2:4][CH2:3][CH2:2]1.[Li+].[BH4-], predict the reaction product.